From a dataset of hERG potassium channel inhibition data for cardiac toxicity prediction from Karim et al.. Regression/Classification. Given a drug SMILES string, predict its toxicity properties. Task type varies by dataset: regression for continuous values (e.g., LD50, hERG inhibition percentage) or binary classification for toxic/non-toxic outcomes (e.g., AMES mutagenicity, cardiotoxicity, hepatotoxicity). Dataset: herg_karim. The compound is Cc1cc(Nc2nc(N[C@@H](C)c3ncc(F)cn3)ncc2Cl)n[nH]1. The result is 0 (non-blocker).